Dataset: NCI-60 drug combinations with 297,098 pairs across 59 cell lines. Task: Regression. Given two drug SMILES strings and cell line genomic features, predict the synergy score measuring deviation from expected non-interaction effect. (1) Drug 1: CN(CC1=CN=C2C(=N1)C(=NC(=N2)N)N)C3=CC=C(C=C3)C(=O)NC(CCC(=O)O)C(=O)O. Drug 2: CC12CCC3C(C1CCC2OP(=O)(O)O)CCC4=C3C=CC(=C4)OC(=O)N(CCCl)CCCl.[Na+]. Cell line: HOP-92. Synergy scores: CSS=21.9, Synergy_ZIP=3.88, Synergy_Bliss=5.88, Synergy_Loewe=-17.6, Synergy_HSA=0.738. (2) Drug 1: C#CCC(CC1=CN=C2C(=N1)C(=NC(=N2)N)N)C3=CC=C(C=C3)C(=O)NC(CCC(=O)O)C(=O)O. Drug 2: CC1=C(C(=O)C2=C(C1=O)N3CC4C(C3(C2COC(=O)N)OC)N4)N. Cell line: SK-MEL-5. Synergy scores: CSS=39.0, Synergy_ZIP=7.41, Synergy_Bliss=2.07, Synergy_Loewe=3.49, Synergy_HSA=2.81. (3) Drug 1: CC1CCC2CC(C(=CC=CC=CC(CC(C(=O)C(C(C(=CC(C(=O)CC(OC(=O)C3CCCCN3C(=O)C(=O)C1(O2)O)C(C)CC4CCC(C(C4)OC)OCCO)C)C)O)OC)C)C)C)OC. Drug 2: C1CN(CCN1C(=O)CCBr)C(=O)CCBr. Cell line: CCRF-CEM. Synergy scores: CSS=71.9, Synergy_ZIP=-6.40, Synergy_Bliss=-2.83, Synergy_Loewe=-0.369, Synergy_HSA=1.07. (4) Drug 1: CN(CCCl)CCCl.Cl. Drug 2: CC12CCC3C(C1CCC2OP(=O)(O)O)CCC4=C3C=CC(=C4)OC(=O)N(CCCl)CCCl.[Na+]. Cell line: HT29. Synergy scores: CSS=31.1, Synergy_ZIP=-4.23, Synergy_Bliss=-2.45, Synergy_Loewe=-3.09, Synergy_HSA=-1.57. (5) Drug 1: C1=CC(=CC=C1CC(C(=O)O)N)N(CCCl)CCCl.Cl. Drug 2: CCC1(CC2CC(C3=C(CCN(C2)C1)C4=CC=CC=C4N3)(C5=C(C=C6C(=C5)C78CCN9C7C(C=CC9)(C(C(C8N6C)(C(=O)OC)O)OC(=O)C)CC)OC)C(=O)OC)O.OS(=O)(=O)O. Cell line: PC-3. Synergy scores: CSS=34.4, Synergy_ZIP=-7.24, Synergy_Bliss=-3.72, Synergy_Loewe=-20.9, Synergy_HSA=-3.70. (6) Drug 1: CC1=CC=C(C=C1)C2=CC(=NN2C3=CC=C(C=C3)S(=O)(=O)N)C(F)(F)F. Drug 2: CC1=C(N=C(N=C1N)C(CC(=O)N)NCC(C(=O)N)N)C(=O)NC(C(C2=CN=CN2)OC3C(C(C(C(O3)CO)O)O)OC4C(C(C(C(O4)CO)O)OC(=O)N)O)C(=O)NC(C)C(C(C)C(=O)NC(C(C)O)C(=O)NCCC5=NC(=CS5)C6=NC(=CS6)C(=O)NCCC[S+](C)C)O. Cell line: RPMI-8226. Synergy scores: CSS=-2.31, Synergy_ZIP=1.95, Synergy_Bliss=-3.20, Synergy_Loewe=-22.9, Synergy_HSA=-13.5.